Dataset: Forward reaction prediction with 1.9M reactions from USPTO patents (1976-2016). Task: Predict the product of the given reaction. (1) Given the reactants [C:1]1([NH:7][CH2:8][C:9]2[C:18]3[C:13](=[CH:14][CH:15]=[CH:16][CH:17]=3)[NH:12][C:11](=[O:19])[CH:10]=2)[CH:6]=[CH:5][CH:4]=[CH:3][CH:2]=1.[C:20](Cl)(=[O:22])[CH3:21], predict the reaction product. The product is: [O:19]=[C:11]1[CH:10]=[C:9]([CH2:8][N:7]([C:1]2[CH:2]=[CH:3][CH:4]=[CH:5][CH:6]=2)[C:20](=[O:22])[CH3:21])[C:18]2[C:13](=[CH:14][CH:15]=[CH:16][CH:17]=2)[NH:12]1. (2) Given the reactants Br[CH:2]=[C:3]1[C:9]2[CH:10]=[CH:11][CH:12]=[CH:13][C:8]=2[CH2:7][O:6][C:5]2[CH:14]=[CH:15][CH:16]=[CH:17][C:4]1=2.C([Li])(CC)C.C1C=CC(S(N(S(C2C=CC=CC=2)(=O)=O)[F:33])(=O)=O)=CC=1, predict the reaction product. The product is: [F:33][CH:2]=[C:3]1[C:9]2[CH:10]=[CH:11][CH:12]=[CH:13][C:8]=2[CH2:7][O:6][C:5]2[CH:14]=[CH:15][CH:16]=[CH:17][C:4]1=2. (3) Given the reactants C([O:8][C:9]1[C:10]([O:34][CH3:35])=[CH:11][C:12]2[C:18](=[O:19])[N:17]3[CH2:20][C:21](=[O:23])[CH2:22][CH:16]3[C:15](=[O:24])[N:14]([CH2:25][O:26][CH2:27][CH2:28][Si:29]([CH3:32])([CH3:31])[CH3:30])[C:13]=2[CH:33]=1)C1C=CC=CC=1, predict the reaction product. The product is: [OH:8][C:9]1[C:10]([O:34][CH3:35])=[CH:11][C:12]2[C:18](=[O:19])[N:17]3[CH2:20][C:21](=[O:23])[CH2:22][CH:16]3[C:15](=[O:24])[N:14]([CH2:25][O:26][CH2:27][CH2:28][Si:29]([CH3:30])([CH3:31])[CH3:32])[C:13]=2[CH:33]=1. (4) Given the reactants N#N.C[O:4][C:5]([C:7]1[O:8][C:9]([CH2:12][N:13]2[CH:17]=[C:16]([NH:18][C:19]([O:21][CH2:22][C:23]3[CH:28]=[CH:27][CH:26]=[CH:25][C:24]=3[Cl:29])=[O:20])[CH:15]=[N:14]2)=[CH:10][CH:11]=1)=O.[BH4-].[Na+], predict the reaction product. The product is: [Cl:29][C:24]1[CH:25]=[CH:26][CH:27]=[CH:28][C:23]=1[CH2:22][O:21][C:19](=[O:20])[NH:18][C:16]1[CH:15]=[N:14][N:13]([CH2:12][C:9]2[O:8][C:7]([CH2:5][OH:4])=[CH:11][CH:10]=2)[CH:17]=1. (5) Given the reactants Br[CH2:2][C:3]1[C:4]([C:13]2[CH:18]=[CH:17][C:16]([F:19])=[CH:15][CH:14]=2)=[N:5][O:6][C:7]=1[C:8]([O:10][CH2:11][CH3:12])=[O:9].[CH2:20]([O:22][C:23](=[O:37])[CH2:24][NH:25][CH2:26][C:27]1[CH:32]=[CH:31][C:30]([O:33][CH3:34])=[CH:29][C:28]=1[O:35][CH3:36])[CH3:21].C(=O)([O-])[O-].[K+].[K+].CCOC(C)=O, predict the reaction product. The product is: [CH3:36][O:35][C:28]1[CH:29]=[C:30]([O:33][CH3:34])[CH:31]=[CH:32][C:27]=1[CH2:26][N:25]([CH2:2][C:3]1[C:4]([C:13]2[CH:18]=[CH:17][C:16]([F:19])=[CH:15][CH:14]=2)=[N:5][O:6][C:7]=1[C:8]([O:10][CH2:11][CH3:12])=[O:9])[CH2:24][C:23]([O:22][CH2:20][CH3:21])=[O:37]. (6) Given the reactants [Cl:1][C:2]1[CH:3]=[C:4]([C:8]2[N:13]=[C:12]([C:14]([OH:16])=O)[CH:11]=[CH:10][CH:9]=2)[CH:5]=[CH:6][CH:7]=1.[O:17]1[CH2:22][CH2:21][CH:20]([NH2:23])[CH2:19][CH2:18]1, predict the reaction product. The product is: [O:17]1[CH2:22][CH2:21][CH:20]([NH:23][C:14]([C:12]2[CH:11]=[CH:10][CH:9]=[C:8]([C:4]3[CH:5]=[CH:6][CH:7]=[C:2]([Cl:1])[CH:3]=3)[N:13]=2)=[O:16])[CH2:19][CH2:18]1. (7) Given the reactants Cl[C:2]1[N:9]=[C:8]([Cl:10])[C:7]([F:11])=[CH:6][C:3]=1[C:4]#[N:5].[NH2:12][C:13]1[CH:14]=[C:15]([CH:21]=[CH:22][C:23]=1[CH3:24])[C:16]([NH:18][O:19][CH3:20])=[O:17].C(N(CC)CC)C, predict the reaction product. The product is: [C:4]([C:3]1[C:2]([NH:12][C:13]2[CH:14]=[C:15]([CH:21]=[CH:22][C:23]=2[CH3:24])[C:16]([NH:18][O:19][CH3:20])=[O:17])=[N:9][C:8]([Cl:10])=[C:7]([F:11])[CH:6]=1)#[N:5]. (8) Given the reactants Br[C:2]1[CH:7]=[CH:6][C:5](/[CH:8]=[CH:9]/[C:10]2[N:11]([CH2:23][CH3:24])[CH:12]=[C:13]([C:15]3[CH:20]=[CH:19][C:18]([Cl:21])=[CH:17][C:16]=3[Cl:22])[N:14]=2)=[CH:4][CH:3]=1.[NH2:25][C:26]1[CH:31]=[CH:30][C:29](B(O)O)=[CH:28][CH:27]=1.[C:35]1(=[O:41])[O:40][C:38](=[O:39])[CH2:37][CH2:36]1.CCN(C(C)C)C(C)C, predict the reaction product. The product is: [Cl:22][C:16]1[CH:17]=[C:18]([Cl:21])[CH:19]=[CH:20][C:15]=1[C:13]1[N:14]=[C:10](/[CH:9]=[CH:8]/[C:5]2[CH:6]=[CH:7][C:2]([C:29]3[CH:30]=[CH:31][C:26]([NH:25][C:35](=[O:41])[CH2:36][CH2:37][C:38]([OH:40])=[O:39])=[CH:27][CH:28]=3)=[CH:3][CH:4]=2)[N:11]([CH2:23][CH3:24])[CH:12]=1. (9) Given the reactants [C:1]([C:4]1[NH:5][C:6]([C:13]2[CH:22]=[CH:21][CH:20]=[C:19]3[C:14]=2[N:15]=[C:16]([NH:24][C:25]([CH3:28])([CH3:27])[CH3:26])[C:17]([CH3:23])=[N:18]3)=[CH:7][C:8]=1[C:9]([O:11]C)=O)(=O)[CH3:2].O.[NH2:30][NH2:31], predict the reaction product. The product is: [C:25]([NH:24][C:16]1[C:17]([CH3:23])=[N:18][C:19]2[C:14]([N:15]=1)=[C:13]([C:6]1[NH:5][C:4]3[C:1]([CH3:2])=[N:30][NH:31][C:9](=[O:11])[C:8]=3[CH:7]=1)[CH:22]=[CH:21][CH:20]=2)([CH3:27])([CH3:28])[CH3:26]. (10) Given the reactants [F:1][C:2]1[CH:10]=[C:9]([OH:11])[CH:8]=[CH:7][C:3]=1[C:4]([OH:6])=[O:5].[C:12](OC(=O)C)(=[O:14])[CH3:13], predict the reaction product. The product is: [F:1][C:2]1[CH:10]=[C:9]([O:11][C:12](=[O:14])[CH3:13])[CH:8]=[CH:7][C:3]=1[C:4]([OH:6])=[O:5].